Dataset: Full USPTO retrosynthesis dataset with 1.9M reactions from patents (1976-2016). Task: Predict the reactants needed to synthesize the given product. (1) Given the product [F:12][C:5]1[C:6]([CH3:11])=[C:7]([F:10])[CH:8]=[CH:9][C:4]=1[CH2:3][OH:2], predict the reactants needed to synthesize it. The reactants are: C[O:2][C:3](=O)[C:4]1[CH:9]=[CH:8][C:7]([F:10])=[C:6]([CH3:11])[C:5]=1[F:12].[H-].[Al+3].[Li+].[H-].[H-].[H-]. (2) Given the product [NH2:25][C:26]1[CH:27]=[C:28]([O:32][C:33]2[CH:42]=[C:37]([C:38]3[CH:17]=[C:6]4[C:7](=[C:15]([NH2:47])[N:16]=3)[CH:8]=[N:9][C:10]3[CH:11]=[C:12]([O:13][CH3:14])[C:3]([O:2][CH3:1])=[CH:4][C:5]4=3)[CH:36]=[N:35][CH:34]=2)[CH:29]=[N:30][CH:31]=1, predict the reactants needed to synthesize it. The reactants are: [CH3:1][O:2][C:3]1[CH:4]=[C:5]2[C:10](=[CH:11][C:12]=1[O:13][CH3:14])[N:9]=[CH:8][C:7]([C:15]#[N:16])=[C:6]2[CH3:17].C(OC([NH:25][C:26]1[CH:27]=[C:28]([O:32][C:33]2[CH:34]=[N:35][CH:36]=[C:37]([CH:42]=2)[C:38](OC)=O)[CH:29]=[N:30][CH:31]=1)=O)(C)(C)C.C[Si]([N-:47][Si](C)(C)C)(C)C.[Li+].C([O-])(=O)C.[NH4+]. (3) Given the product [Br:17][C:18]1[S:22][C:21]([C:23]2[N:16]=[CH:28][N:3]([C@@H:4]3[CH:9]4[CH2:10][CH2:11][N:6]([CH2:7][CH2:8]4)[CH2:5]3)[CH:24]=2)=[CH:20][CH:19]=1, predict the reactants needed to synthesize it. The reactants are: Cl.Cl.[NH2:3][C@@H:4]1[CH:9]2[CH2:10][CH2:11][N:6]([CH2:7][CH2:8]2)[CH2:5]1.C([O-])(=O)C.[NH4+:16].[Br:17][C:18]1[S:22][C:21]([C:23](=O)[CH:24](O)O)=[CH:20][CH:19]=1.[CH2:28]=O.[OH-].[Na+].